From a dataset of Catalyst prediction with 721,799 reactions and 888 catalyst types from USPTO. Predict which catalyst facilitates the given reaction. (1) Reactant: [CH2:1]([O:8][C:9]([NH:11][C@H:12]1[CH2:16][CH2:15][N:14]([C@H:17]2[CH2:23][CH2:22][C@@H:21]3[CH2:24][C@H:18]2[C:19](=[O:32])[N:20]3[C:25]([O:27][C:28]([CH3:31])([CH3:30])[CH3:29])=[O:26])[C:13]1=[O:33])=[O:10])[C:2]1[CH:7]=[CH:6][CH:5]=[CH:4][CH:3]=1.[OH2:34].[OH-].[Li+].O. Product: [CH2:1]([O:8][C:9]([NH:11][C@H:12]1[CH2:16][CH2:15][N:14]([C@H:17]2[CH2:23][CH2:22][C@@H:21]([NH:20][C:25]([O:27][C:28]([CH3:30])([CH3:31])[CH3:29])=[O:26])[CH2:24][C@H:18]2[C:19]([OH:34])=[O:32])[C:13]1=[O:33])=[O:10])[C:2]1[CH:7]=[CH:6][CH:5]=[CH:4][CH:3]=1. The catalyst class is: 1. (2) Reactant: [Cl:1][C:2]1[CH:3]=[C:4]([CH:21]=[CH:22][CH:23]=1)[O:5][C:6]1[CH:11]=[C:10]([O:12]C)[CH:9]=[CH:8][C:7]=1/[CH:14]=[CH:15]/[C:16]([O:18][CH2:19][CH3:20])=[O:17].B(Br)(Br)Br. Product: [Cl:1][C:2]1[CH:3]=[C:4]([CH:21]=[CH:22][CH:23]=1)[O:5][C:6]1[CH:11]=[C:10]([OH:12])[CH:9]=[CH:8][C:7]=1/[CH:14]=[CH:15]/[C:16]([O:18][CH2:19][CH3:20])=[O:17]. The catalyst class is: 2. (3) Reactant: [F:1][CH:2]([F:36])[C:3]1[CH:8]=[CH:7][CH:6]=[CH:5][C:4]=1[C:9]1[S:13][C:12]2[CH:14]=[C:15]([O:18]C)[CH:16]=[CH:17][C:11]=2[C:10]=1[O:20][C:21]1[CH:26]=[CH:25][C:24](/[CH:27]=[CH:28]/[C:29]([O:31][C:32]([CH3:35])([CH3:34])[CH3:33])=[O:30])=[CH:23][CH:22]=1.C1(S)C=CC=CC=1.C([O-])([O-])=O.[K+].[K+]. Product: [F:36][CH:2]([F:1])[C:3]1[CH:8]=[CH:7][CH:6]=[CH:5][C:4]=1[C:9]1[S:13][C:12]2[CH:14]=[C:15]([OH:18])[CH:16]=[CH:17][C:11]=2[C:10]=1[O:20][C:21]1[CH:26]=[CH:25][C:24](/[CH:27]=[CH:28]/[C:29]([O:31][C:32]([CH3:34])([CH3:33])[CH3:35])=[O:30])=[CH:23][CH:22]=1. The catalyst class is: 60.